This data is from Catalyst prediction with 721,799 reactions and 888 catalyst types from USPTO. The task is: Predict which catalyst facilitates the given reaction. Reactant: [CH3:1][C:2]1[C:6]([C:7]2[CH:16]=[C:15]3[C:10]([C:11]([OH:20])=[C:12](C([O-])=O)[CH:13]=[N:14]3)=[CH:9][CH:8]=2)=[C:5]([CH3:21])[O:4][N:3]=1.C1(OC2C=CC=CC=2)C=CC=CC=1. Product: [CH3:1][C:2]1[C:6]([C:7]2[CH:16]=[C:15]3[C:10]([C:11]([OH:20])=[CH:12][CH:13]=[N:14]3)=[CH:9][CH:8]=2)=[C:5]([CH3:21])[O:4][N:3]=1. The catalyst class is: 81.